The task is: Predict the reactants needed to synthesize the given product.. This data is from Full USPTO retrosynthesis dataset with 1.9M reactions from patents (1976-2016). (1) Given the product [CH3:16][C:15]1[CH:17]=[CH:18][C:12]([S:9]([O:6][CH2:5][CH2:4][CH2:3][C:2]([F:8])([F:1])[CH3:7])(=[O:11])=[O:10])=[CH:13][CH:14]=1, predict the reactants needed to synthesize it. The reactants are: [F:1][C:2]([F:8])([CH3:7])[CH2:3][CH2:4][CH2:5][OH:6].[S:9](Cl)([C:12]1[CH:18]=[CH:17][C:15]([CH3:16])=[CH:14][CH:13]=1)(=[O:11])=[O:10]. (2) Given the product [O:29]=[C:28]1[C:27]2[C:22](=[CH:23][CH:24]=[CH:25][CH:26]=2)[C:21](=[O:30])[N:20]1[CH2:19][C@@H:18]([NH:17][C:8]([C:6]1[S:7][C:3]([CH2:1][CH3:2])=[C:4]([C:11]2[N:15]([CH3:16])[N:14]=[CH:13][CH:12]=2)[CH:5]=1)=[O:10])[CH2:31][C:32]1[CH:37]=[CH:36][CH:35]=[CH:34][C:33]=1[C:38]([F:40])([F:39])[F:41], predict the reactants needed to synthesize it. The reactants are: [CH2:1]([C:3]1[S:7][C:6]([C:8]([OH:10])=O)=[CH:5][C:4]=1[C:11]1[N:15]([CH3:16])[N:14]=[CH:13][CH:12]=1)[CH3:2].[NH2:17][C@@H:18]([CH2:31][C:32]1[CH:37]=[CH:36][CH:35]=[CH:34][C:33]=1[C:38]([F:41])([F:40])[F:39])[CH2:19][N:20]1[C:28](=[O:29])[C:27]2[C:22](=[CH:23][CH:24]=[CH:25][CH:26]=2)[C:21]1=[O:30].C(N(C(C)C)CC)(C)C.F[P-](F)(F)(F)(F)F.Br[P+](N1CCCC1)(N1CCCC1)N1CCCC1. (3) The reactants are: [NH2:1][C:2]1[CH:3]=[N:4][CH:5]=[C:6]([Br:8])[CH:7]=1.[F:9][C:10]1[CH:18]=[C:17]([F:19])[CH:16]=[CH:15][C:11]=1[C:12](Cl)=[O:13]. Given the product [Br:8][C:6]1[CH:7]=[C:2]([NH:1][C:12](=[O:13])[C:11]2[CH:15]=[CH:16][C:17]([F:19])=[CH:18][C:10]=2[F:9])[CH:3]=[N:4][CH:5]=1, predict the reactants needed to synthesize it. (4) Given the product [NH2:1][C:2]1[C:23]([C:24]2[CH:29]=[CH:28][CH:27]=[CH:26][N:25]=2)=[C:5]2[NH:6][C:7]([C:11]3[CH:12]=[C:13]4[C:17](=[CH:18][CH:19]=3)[NH:16][N:15]=[CH:14]4)=[CH:8][C:9](=[O:10])[N:4]2[N:3]=1, predict the reactants needed to synthesize it. The reactants are: [NH2:1][C:2]1[C:23]([C:24]2[CH:29]=[CH:28][CH:27]=[CH:26][N:25]=2)=[C:5]2[NH:6][C:7]([C:11]3[CH:12]=[C:13]4[C:17](=[CH:18][CH:19]=3)[N:16](COC)[N:15]=[CH:14]4)=[CH:8][C:9](=[O:10])[N:4]2[N:3]=1.Cl.